Dataset: Full USPTO retrosynthesis dataset with 1.9M reactions from patents (1976-2016). Task: Predict the reactants needed to synthesize the given product. Given the product [CH:27]1([N:25]([CH3:26])[CH:19]2[CH2:18][CH2:17][C:16]([CH3:31])([CH3:30])[C:15]3[CH:14]=[C:13]([C:12]#[C:11][C:8]4[CH:7]=[CH:6][C:5]([CH2:4][C:3]([OH:32])=[O:2])=[CH:10][CH:9]=4)[CH:22]=[C:21]([CH:23]=[CH2:24])[C:20]2=3)[CH2:28][CH2:29]1, predict the reactants needed to synthesize it. The reactants are: C[O:2][C:3](=[O:32])[CH2:4][C:5]1[CH:10]=[CH:9][C:8]([C:11]#[C:12][C:13]2[CH:22]=[C:21]([CH:23]=[CH2:24])[C:20]3[CH:19]([N:25]([CH:27]4[CH2:29][CH2:28]4)[CH3:26])[CH2:18][CH2:17][C:16]([CH3:31])([CH3:30])[C:15]=3[CH:14]=2)=[CH:7][CH:6]=1.[OH-].[Li+].